This data is from Acute oral toxicity (LD50) regression data from Zhu et al.. The task is: Regression/Classification. Given a drug SMILES string, predict its toxicity properties. Task type varies by dataset: regression for continuous values (e.g., LD50, hERG inhibition percentage) or binary classification for toxic/non-toxic outcomes (e.g., AMES mutagenicity, cardiotoxicity, hepatotoxicity). Dataset: ld50_zhu. (1) The rat oral LD50 is 2.29, given as -log10 of the dose in mol/kg body weight (higher means more acutely toxic). The compound is CCOC(=O)c1noc(C)c1C(C)=O. (2) The rat oral LD50 is 2.98, given as -log10 of the dose in mol/kg body weight (higher means more acutely toxic). The compound is CC1(C)C(C=C(Cl)Cl)C1C(=O)OCc1cccc(Oc2ccccc2)c1.